From a dataset of Catalyst prediction with 721,799 reactions and 888 catalyst types from USPTO. Predict which catalyst facilitates the given reaction. (1) Reactant: [NH:1]1[C:9]2[C:4](=[CH:5][CH:6]=[C:7]([C:10]([OH:12])=O)[CH:8]=2)[CH:3]=[N:2]1.[CH:13]([N:16](CC)C(C)C)(C)C.F[P-](F)(F)(F)(F)F.N1(O[P+](N2CCCC2)(N2CCCC2)N2CCCC2)C2C=CC=CC=2N=N1.CN. Product: [CH3:13][NH:16][C:10]([C:7]1[CH:8]=[C:9]2[C:4]([CH:3]=[N:2][NH:1]2)=[CH:5][CH:6]=1)=[O:12]. The catalyst class is: 3. (2) Reactant: [Br:1][C:2]1[CH:3]=[CH:4][C:5]([O:10][CH3:11])=[C:6]([CH:9]=1)[CH:7]=[O:8].[CH2:12](O)[CH2:13][OH:14].O.C1(C)C=CC(S(O)(=O)=O)=CC=1. Product: [Br:1][C:2]1[CH:3]=[CH:4][C:5]([O:10][CH3:11])=[C:6]([CH:7]2[O:14][CH2:13][CH2:12][O:8]2)[CH:9]=1. The catalyst class is: 11. (3) Reactant: Cl.Cl.C([O:11][CH2:12][CH2:13][N:14]1[C:22]2[C:21]([NH:23][C:24]3[CH:25]=[C:26]4[C:30](=[CH:31][CH:32]=3)[N:29]([CH2:33][CH:34]3[CH2:39][CH2:38][NH:37][CH2:36][CH2:35]3)[CH:28]=[CH:27]4)=[N:20][CH:19]=[N:18][C:17]=2[CH:16]=[CH:15]1)(=O)C1C=CC=CC=1.C(N(CC)CC)C.[CH3:47][C:48]([CH3:53])([CH3:52])[C:49](Cl)=[O:50].O. Product: [CH3:47][C:48]([CH3:53])([CH3:52])[C:49]([N:37]1[CH2:38][CH2:39][CH:34]([CH2:33][N:29]2[C:30]3[C:26](=[CH:25][C:24]([NH:23][C:21]4[C:22]5[N:14]([CH2:13][CH2:12][OH:11])[CH:15]=[CH:16][C:17]=5[N:18]=[CH:19][N:20]=4)=[CH:32][CH:31]=3)[CH:27]=[CH:28]2)[CH2:35][CH2:36]1)=[O:50]. The catalyst class is: 7. (4) Reactant: [C:1]([O:5][C:6]([N:8]1[CH2:13][C@@H:12]2[CH2:14][C@H:9]1[C:10](=[O:15])[O:11]2)=[O:7])([CH3:4])([CH3:3])[CH3:2].Cl.[NH2:17][C:18]1([C:21]#[N:22])[CH2:20][CH2:19]1.C(C(CCCC)C([O-])=O)C.[Na+].Cl.[Cl-].[Na+]. Product: [C:21]([C:18]1([NH:17][C:10]([C@@H:9]2[CH2:14][C@H:12]([OH:11])[CH2:13][N:8]2[C:6]([O:5][C:1]([CH3:4])([CH3:3])[CH3:2])=[O:7])=[O:15])[CH2:20][CH2:19]1)#[N:22]. The catalyst class is: 69. (5) Reactant: [CH:1]([N:4]1[C:8]2=[N:9][C:10]([C:19]3[CH:24]=[CH:23][CH:22]=[C:21]([O:25][CH2:26][C@H:27]4[CH2:29][O:28]4)[CH:20]=3)=[CH:11][C:12]([N:13]3[CH2:18][CH2:17][O:16][CH2:15][CH2:14]3)=[C:7]2[CH:6]=[N:5]1)([CH3:3])[CH3:2].[NH3:30]. Product: [NH2:30][CH2:29][C@@H:27]([OH:28])[CH2:26][O:25][C:21]1[CH:22]=[CH:23][CH:24]=[C:19]([C:10]2[N:9]=[C:8]3[N:4]([CH:1]([CH3:2])[CH3:3])[N:5]=[CH:6][C:7]3=[C:12]([N:13]3[CH2:18][CH2:17][O:16][CH2:15][CH2:14]3)[CH:11]=2)[CH:20]=1. The catalyst class is: 5. (6) Reactant: [Cl:1][C:2]1[CH:3]=[N:4][N:5]([CH3:41])[C:6]=1[C:7]1[CH:8]=[C:9]([C:14]([NH:16][C@@H:17]([CH2:30][C:31]2[CH:36]=[CH:35][CH:34]=[CH:33][C:32]=2[C:37]([F:40])([F:39])[F:38])[CH2:18][N:19]2C(=O)C3C(=CC=CC=3)C2=O)=[O:15])[S:10][C:11]=1[CH2:12][CH3:13].NN. Product: [NH2:19][CH2:18][C@@H:17]([NH:16][C:14]([C:9]1[S:10][C:11]([CH2:12][CH3:13])=[C:7]([C:6]2[N:5]([CH3:41])[N:4]=[CH:3][C:2]=2[Cl:1])[CH:8]=1)=[O:15])[CH2:30][C:31]1[CH:36]=[CH:35][CH:34]=[CH:33][C:32]=1[C:37]([F:40])([F:39])[F:38]. The catalyst class is: 83.